This data is from Catalyst prediction with 721,799 reactions and 888 catalyst types from USPTO. The task is: Predict which catalyst facilitates the given reaction. Reactant: C[O:2][C:3](=O)[C:4]1[CH:9]=[CH:8][N:7]=[C:6]([NH2:10])[CH:5]=1. Product: [NH2:10][C:6]1[CH:5]=[C:4]([CH2:3][OH:2])[CH:9]=[CH:8][N:7]=1. The catalyst class is: 1.